This data is from Catalyst prediction with 721,799 reactions and 888 catalyst types from USPTO. The task is: Predict which catalyst facilitates the given reaction. (1) Reactant: O1CCCC1.[Cl:6][C:7]1[CH:8]=[CH:9][C:10]([N:37]2[CH:41]=[N:40][N:39]=[N:38]2)=[C:11]([C:13]2[CH:21]=[C:20]3[N:16]([C@H:17]([C:22]4[NH:23][C:24]([C:27]5[CH:28]=[C:29]([C:32](OC)=[O:33])[S:30][CH:31]=5)=[CH:25][N:26]=4)[CH2:18][CH2:19]3)[C:15](=[O:36])[CH:14]=2)[CH:12]=1.[H-].C([Al+]CC(C)C)C(C)C.C(C(C(C([O-])=O)O)O)([O-])=O.[Na+].[K+]. Product: [Cl:6][C:7]1[CH:8]=[CH:9][C:10]([N:37]2[CH:41]=[N:40][N:39]=[N:38]2)=[C:11]([C:13]2[CH:21]=[C:20]3[N:16]([C@H:17]([C:22]4[NH:23][C:24]([C:27]5[CH:28]=[C:29]([CH2:32][OH:33])[S:30][CH:31]=5)=[CH:25][N:26]=4)[CH2:18][CH2:19]3)[C:15](=[O:36])[CH:14]=2)[CH:12]=1. The catalyst class is: 11. (2) Reactant: [OH:1][CH:2]1[CH2:7][CH2:6][NH:5][CH2:4][CH2:3]1.C(O[K])(C)(C)C.Cl[C:15]1[CH:20]=[CH:19][C:18]([Cl:21])=[CH:17][N:16]=1.[C:22]([OH:25])(=[O:24])[CH3:23]. Product: [C:22]([OH:25])(=[O:24])[CH3:23].[Cl:21][C:18]1[CH:19]=[CH:20][C:15]([O:1][CH:2]2[CH2:7][CH2:6][NH:5][CH2:4][CH2:3]2)=[N:16][CH:17]=1. The catalyst class is: 11. (3) Reactant: [Br:1][C:2]1[CH:7]=[CH:6][C:5]([NH:8][C:9]2[C:10]([C:20]([OH:22])=O)=[CH:11][C:12]3[N:16]([CH3:17])[CH:15]=[N:14][C:13]=3[C:18]=2[F:19])=[C:4]([Cl:23])[CH:3]=1.[CH:24]([O:26][CH2:27][CH2:28][O:29][NH2:30])=[CH2:25].C1C=CC2N(O)N=NC=2C=1.C(N(CC)CC)C.CCN=C=NCCCN(C)C. Product: [CH:24]([O:26][CH2:27][CH2:28][O:29][NH:30][C:20]([C:10]1[C:9]([NH:8][C:5]2[CH:6]=[CH:7][C:2]([Br:1])=[CH:3][C:4]=2[Cl:23])=[C:18]([F:19])[C:13]2[N:14]=[CH:15][N:16]([CH3:17])[C:12]=2[CH:11]=1)=[O:22])=[CH2:25]. The catalyst class is: 42. (4) Reactant: C(OC([NH:8][C@@H:9]([C:18]1[CH:23]=[CH:22][CH:21]=[CH:20][CH:19]=1)[C:10]([N:12]1[CH2:17][CH2:16][O:15][CH2:14][CH2:13]1)=[O:11])=O)(C)(C)C.[ClH:24].C(OCC)C. Product: [ClH:24].[N:12]1([C:10](=[O:11])[C@@H:9]([NH2:8])[C:18]2[CH:23]=[CH:22][CH:21]=[CH:20][CH:19]=2)[CH2:17][CH2:16][O:15][CH2:14][CH2:13]1. The catalyst class is: 12. (5) Reactant: [Br:1][C:2]1[CH:3]=[N:4][CH:5]=[C:6]([CH2:8]Cl)[CH:7]=1.[CH3:10][C@H:11]1[CH2:16][CH2:15][CH2:14][C@@H:13]([CH3:17])[NH:12]1.C([O-])([O-])=O.[K+].[K+]. Product: [Br:1][C:2]1[CH:3]=[N:4][CH:5]=[C:6]([CH2:8][N:12]2[C@@H:13]([CH3:17])[CH2:14][CH2:15][CH2:16][C@H:11]2[CH3:10])[CH:7]=1. The catalyst class is: 23. (6) Reactant: [CH2:1]1[C:9]2[C:4](=[CH:5][C:6]([CH2:10][OH:11])=[CH:7][CH:8]=2)[CH2:3][NH:2]1.C(N(CC)CC)C.Cl[C:20]([O:22][CH2:23][C:24]1[CH:29]=[CH:28][CH:27]=[CH:26][CH:25]=1)=[O:21]. Product: [CH2:23]([O:22][C:20]([N:2]1[CH2:3][C:4]2[C:9](=[CH:8][CH:7]=[C:6]([CH2:10][OH:11])[CH:5]=2)[CH2:1]1)=[O:21])[C:24]1[CH:29]=[CH:28][CH:27]=[CH:26][CH:25]=1. The catalyst class is: 7. (7) Reactant: [C:1]1([CH3:28])[C:2]([C:7]([C@:9]([C:25]([OH:27])=[O:26])([OH:24])[C@:10]([C:15]([C:17]2[C:18]([CH3:23])=[CH:19][CH:20]=[CH:21][CH:22]=2)=[O:16])([OH:14])[C:11]([OH:13])=[O:12])=[O:8])=[CH:3][CH:4]=[CH:5][CH:6]=1.CO.[CH3:31][O:32][C:33]([C@@H:35]([C:42]1[CH:47]=[CH:46][CH:45]=[CH:44][CH:43]=1)[C@@H:36]1[NH:41][CH2:40][CH2:39][CH2:38][CH2:37]1)=[O:34]. Product: [C:1]1([CH3:28])[C:2]([C:7]([C@:9]([C:25]([O-:27])=[O:26])([OH:24])[C@:10]([C:15]([C:17]2[C:18]([CH3:23])=[CH:19][CH:20]=[CH:21][CH:22]=2)=[O:16])([OH:14])[C:11]([O-:13])=[O:12])=[O:8])=[CH:3][CH:4]=[CH:5][CH:6]=1.[CH3:31][O:32][C:33]([C@H:35]([C:42]1[CH:43]=[CH:44][CH:45]=[CH:46][CH:47]=1)[C@@H:36]1[NH:41][CH2:40][CH2:39][CH2:38][CH2:37]1)=[O:34]. The catalyst class is: 21.